Predict the product of the given reaction. From a dataset of Forward reaction prediction with 1.9M reactions from USPTO patents (1976-2016). (1) Given the reactants [CH2:1]([C:3]1[CH:11]=[CH:10][CH:9]=[C:8]2[C:4]=1[CH2:5][CH2:6][C:7]2=[O:12])[CH3:2].[BH4-].[Na+].CO.O, predict the reaction product. The product is: [CH2:1]([C:3]1[CH:11]=[CH:10][CH:9]=[C:8]2[C:4]=1[CH2:5][CH2:6][CH:7]2[OH:12])[CH3:2]. (2) Given the reactants [C:1]([C:3]1[CH:19]=[CH:18][C:6]([O:7][C:8]2[CH:9]=[C:10]([CH:15]=[CH:16][CH:17]=2)[C:11]([O:13]C)=[O:12])=[CH:5][CH:4]=1)#[N:2].CO.[OH-].[Na+], predict the reaction product. The product is: [C:1]([C:3]1[CH:19]=[CH:18][C:6]([O:7][C:8]2[CH:9]=[C:10]([CH:15]=[CH:16][CH:17]=2)[C:11]([OH:13])=[O:12])=[CH:5][CH:4]=1)#[N:2].